From a dataset of Catalyst prediction with 721,799 reactions and 888 catalyst types from USPTO. Predict which catalyst facilitates the given reaction. Reactant: Cl.[NH2:2][C@@H:3]([C:12]([OH:14])=[O:13])[CH2:4][CH2:5][C:6]1[CH:11]=[CH:10][CH:9]=[CH:8][CH:7]=1.[CH2:15](O)[C:16]1[CH:21]=[CH:20][CH:19]=[CH:18][CH:17]=1.O.[C:24]1([CH3:34])[CH:29]=[CH:28][C:27]([S:30]([OH:33])(=[O:32])=[O:31])=[CH:26][CH:25]=1. Product: [S:30]([C:27]1[CH:28]=[CH:29][C:24]([CH3:34])=[CH:25][CH:26]=1)([OH:33])(=[O:32])=[O:31].[CH2:15]([O:13][C:12](=[O:14])[C@@H:3]([CH2:4][CH2:5][C:6]1[CH:7]=[CH:8][CH:9]=[CH:10][CH:11]=1)[NH2:2])[C:16]1[CH:21]=[CH:20][CH:19]=[CH:18][CH:17]=1. The catalyst class is: 48.